This data is from Full USPTO retrosynthesis dataset with 1.9M reactions from patents (1976-2016). The task is: Predict the reactants needed to synthesize the given product. (1) The reactants are: C(N(CC)C(C)C)(C)C.[F:10][C:11]([F:24])([F:23])[S:12]([O:15]S(C(F)(F)F)(=O)=O)(=[O:14])=[O:13].[CH2:25]([C:27]([C:45]1[CH:50]=[CH:49][C:48](O)=[CH:47][CH:46]=1)([C:30]1[CH:35]=[CH:34][C:33](/[CH:36]=[CH:37]/[C:38]([CH2:42][CH3:43])([OH:41])[CH2:39][CH3:40])=[C:32]([CH3:44])[CH:31]=1)[CH2:28][CH3:29])[CH3:26].C(=O)(O)[O-].[Na+]. Given the product [CH2:25]([C:27]([C:45]1[CH:46]=[CH:47][C:48]([O:15][S:12]([C:11]([F:24])([F:23])[F:10])(=[O:14])=[O:13])=[CH:49][CH:50]=1)([C:30]1[CH:35]=[CH:34][C:33](/[CH:36]=[CH:37]/[C:38]([CH2:39][CH3:40])([OH:41])[CH2:42][CH3:43])=[C:32]([CH3:44])[CH:31]=1)[CH2:28][CH3:29])[CH3:26], predict the reactants needed to synthesize it. (2) Given the product [CH2:18]([O:15][C:5]1[C:4]2[C:9](=[C:10]([CH3:12])[CH:11]=[C:2]([Br:1])[CH:3]=2)[N:8]=[C:7]([CH3:13])[C:6]=1[CH3:14])[C:19]1[CH:24]=[CH:23][CH:22]=[CH:21][CH:20]=1, predict the reactants needed to synthesize it. The reactants are: [Br:1][C:2]1[CH:3]=[C:4]2[C:9](=[C:10]([CH3:12])[CH:11]=1)[N:8]=[C:7]([CH3:13])[C:6]([CH3:14])=[C:5]2[OH:15].[H-].[Na+].[CH2:18](Br)[C:19]1[CH:24]=[CH:23][CH:22]=[CH:21][CH:20]=1.O. (3) Given the product [CH3:23][O:22][C:17]1[CH:18]=[CH:19][CH:20]=[CH:21][C:16]=1[CH:13]1[CH2:14][CH2:15][N:10]([CH2:9][C:7]2[N:6]([CH3:24])[C:5]3[CH:25]=[CH:26][CH:2]=[C:3]([NH2:34])[C:4]=3[N:8]=2)[CH2:11][CH2:12]1, predict the reactants needed to synthesize it. The reactants are: Br[C:2]1[CH:26]=[CH:25][C:5]2[N:6]([CH3:24])[C:7]([CH2:9][N:10]3[CH2:15][CH2:14][CH:13]([C:16]4[CH:21]=[CH:20][CH:19]=[CH:18][C:17]=4[O:22][CH3:23])[CH2:12][CH2:11]3)=[N:8][C:4]=2[CH:3]=1.C1(C(C2C=CC=CC=2)=[NH:34])C=CC=CC=1.CC([O-])(C)C.[Na+].C1C=CC(P(C2C(C3C(P(C4C=CC=CC=4)C4C=CC=CC=4)=CC=C4C=3C=CC=C4)=C3C(C=CC=C3)=CC=2)C2C=CC=CC=2)=CC=1. (4) The reactants are: [CH3:1][CH2:2][CH2:3][CH2:4][CH2:5][CH3:6].[CH2:7]([Li])[CH2:8][CH2:9][CH3:10].[OH2:12]. Given the product [CH:3]1([O:12][CH2:7][CH2:8][C:9]#[CH:10])[CH2:2][CH2:1][CH2:6][CH2:5][CH2:4]1, predict the reactants needed to synthesize it. (5) Given the product [C:1]([C:5]1[CH:6]=[CH:7][C:8]([O:11][C:17]2[CH:16]=[C:15]([CH3:20])[N:14]=[C:13]([Cl:12])[N:18]=2)=[CH:9][CH:10]=1)([CH3:4])([CH3:2])[CH3:3], predict the reactants needed to synthesize it. The reactants are: [C:1]([C:5]1[CH:10]=[CH:9][C:8]([OH:11])=[CH:7][CH:6]=1)([CH3:4])([CH3:3])[CH3:2].[Cl:12][C:13]1[N:18]=[C:17](Cl)[CH:16]=[C:15]([CH3:20])[N:14]=1. (6) Given the product [CH2:14]([C:11]1[S:10][C:9]([S:6]([NH:5][C:1]([CH3:4])([CH3:3])[CH3:2])(=[O:7])=[O:8])=[C:13]([B:27]([OH:28])[OH:26])[CH:12]=1)[CH2:15][CH2:16][CH3:17], predict the reactants needed to synthesize it. The reactants are: [C:1]([NH:5][S:6]([C:9]1[S:10][C:11]([CH2:14][CH2:15][CH2:16][CH3:17])=[CH:12][CH:13]=1)(=[O:8])=[O:7])([CH3:4])([CH3:3])[CH3:2].[Li]CCCC.C([O:26][B:27](OC(C)C)[O:28]C(C)C)(C)C. (7) Given the product [Cl:1][C:2]1[CH:3]=[C:4]([CH:22]=[C:23]([Cl:25])[CH:24]=1)[O:5][CH:6]([CH2:20][CH3:21])[C:7]([NH:9][C:10]([CH3:19])([CH3:18])[C:11]#[C:12][CH2:13][CH2:14][CH2:15][S:16]([CH3:17])=[O:27])=[O:8], predict the reactants needed to synthesize it. The reactants are: [Cl:1][C:2]1[CH:3]=[C:4]([CH:22]=[C:23]([Cl:25])[CH:24]=1)[O:5][CH:6]([CH2:20][CH3:21])[C:7]([NH:9][C:10]([CH3:19])([CH3:18])[C:11]#[C:12][CH2:13][CH2:14][CH2:15][S:16][CH3:17])=[O:8].I([O-])(=O)(=O)=[O:27].[Na+].